This data is from Forward reaction prediction with 1.9M reactions from USPTO patents (1976-2016). The task is: Predict the product of the given reaction. (1) The product is: [C:1]([O:5][C:6]([N:8]1[CH2:9][CH2:10][N:11]([C:14]2[CH:19]=[CH:18][C:17](/[CH:20]=[CH:21]/[C:22]3[C:30]4[C:25](=[CH:26][CH:27]=[CH:28][CH:29]=4)[NH:24][N:23]=3)=[C:16]([NH2:31])[CH:15]=2)[CH2:12][CH2:13]1)=[O:7])([CH3:4])([CH3:2])[CH3:3]. Given the reactants [C:1]([O:5][C:6]([N:8]1[CH2:13][CH2:12][N:11]([C:14]2[CH:19]=[CH:18][C:17](/[CH:20]=[CH:21]/[C:22]3[C:30]4[C:25](=[CH:26][CH:27]=[CH:28][CH:29]=4)[NH:24][N:23]=3)=[C:16]([N+:31]([O-])=O)[CH:15]=2)[CH2:10][CH2:9]1)=[O:7])([CH3:4])([CH3:3])[CH3:2].O, predict the reaction product. (2) The product is: [Br:1][C:2]1[CH:7]=[CH:6][C:5]([S:8][CH:14]2[CH2:15][C:16]([CH3:23])([CH3:24])[N:17]([CH3:22])[C:18]([CH3:21])([CH3:20])[CH2:19]2)=[CH:4][CH:3]=1. Given the reactants [Br:1][C:2]1[CH:7]=[CH:6][C:5]([SH:8])=[CH:4][CH:3]=1.CS(O[CH:14]1[CH2:19][C:18]([CH3:21])([CH3:20])[N:17]([CH3:22])[C:16]([CH3:24])([CH3:23])[CH2:15]1)(=O)=O.C(=O)([O-])[O-].[Cs+].[Cs+], predict the reaction product. (3) Given the reactants [CH:1]([C:3]1[C:11]2[C:6](=[N:7][C:8]([C:19]3[CH:24]=[CH:23][C:22]([CH3:25])=[CH:21][CH:20]=3)=[C:9]([C:12]3[CH:17]=[CH:16][C:15]([CH3:18])=[CH:14][CH:13]=3)[N:10]=2)[N:5]([CH2:26][CH2:27][CH2:28][CH2:29][CH2:30][CH2:31][C:32]([O:34][CH2:35][CH3:36])=[O:33])[CH:4]=1)=O.[CH:37]([NH2:40])([CH3:39])[CH3:38].C(O[BH-](OC(=O)C)OC(=O)C)(=O)C.[Na+], predict the reaction product. The product is: [CH:37]([NH:40][CH2:1][C:3]1[C:11]2[C:6](=[N:7][C:8]([C:19]3[CH:24]=[CH:23][C:22]([CH3:25])=[CH:21][CH:20]=3)=[C:9]([C:12]3[CH:13]=[CH:14][C:15]([CH3:18])=[CH:16][CH:17]=3)[N:10]=2)[N:5]([CH2:26][CH2:27][CH2:28][CH2:29][CH2:30][CH2:31][C:32]([O:34][CH2:35][CH3:36])=[O:33])[CH:4]=1)([CH3:39])[CH3:38]. (4) Given the reactants [C:1]([O:5][C:6]([N:8]1[CH2:15][CH2:14][CH2:13][C@H:9]1[C:10]([OH:12])=[O:11])=[O:7])([CH3:4])([CH3:3])[CH3:2].CCN(C(C)C)C(C)C.Br[CH2:26][C:27]([C:29]1[CH:34]=[CH:33][N:32]=[CH:31][CH:30]=1)=[O:28], predict the reaction product. The product is: [N:8]1([C:6]([O:5][C:1]([CH3:4])([CH3:2])[CH3:3])=[O:7])[CH2:15][CH2:14][CH2:13][C@H:9]1[C:10]([O:12][CH2:26][C:27](=[O:28])[C:29]1[CH:34]=[CH:33][N:32]=[CH:31][CH:30]=1)=[O:11]. (5) Given the reactants [NH2:1][C:2]1[N:7]=[C:6](Cl)[CH:5]=[C:4]([Cl:9])[N:3]=1.[F:10][C:11]1[CH:16]=[CH:15][C:14]([NH:17][C:18]([C:20]2[C:24]3[CH:25]=[CH:26][C:27]([OH:29])=[CH:28][C:23]=3[S:22][N:21]=2)=[O:19])=[CH:13][C:12]=1[C:30]([F:33])([F:32])[F:31].[O-]P([O-])([O-])=O.[K+].[K+].[K+], predict the reaction product. The product is: [F:10][C:11]1[CH:16]=[CH:15][C:14]([NH:17][C:18]([C:20]2[C:24]3[CH:25]=[CH:26][C:27]([O:29][C:6]4[CH:5]=[C:4]([Cl:9])[N:3]=[C:2]([NH2:1])[N:7]=4)=[CH:28][C:23]=3[S:22][N:21]=2)=[O:19])=[CH:13][C:12]=1[C:30]([F:32])([F:31])[F:33]. (6) Given the reactants C([O:8][C:9]1[CH:18]=[CH:17][C:16]2[C:11](=[CH:12][CH:13]=[C:14]([O:19][CH3:20])[CH:15]=2)[C:10]=1[O:21][C:22]1[CH:36]=[CH:35][C:25]([O:26][CH2:27][CH2:28][N:29]2[CH2:34][CH2:33][CH2:32][CH2:31][CH2:30]2)=[CH:24][CH:23]=1)C1C=CC=CC=1.C([O-])=O.[NH4+], predict the reaction product. The product is: [CH3:20][O:19][C:14]1[CH:15]=[C:16]2[C:11](=[CH:12][CH:13]=1)[C:10]([O:21][C:22]1[CH:23]=[CH:24][C:25]([O:26][CH2:27][CH2:28][N:29]3[CH2:30][CH2:31][CH2:32][CH2:33][CH2:34]3)=[CH:35][CH:36]=1)=[C:9]([OH:8])[CH:18]=[CH:17]2.